Dataset: Reaction yield outcomes from USPTO patents with 853,638 reactions. Task: Predict the reaction yield, written as a fraction of the theoretical maximum amount of product (1.0 means a 100% yield; for example, 0.34 means a 34% yield). (1) The reactants are Cl.[NH2:2][CH2:3][C:4]1[CH:5]=[C:6]2[C:10](=[CH:11][CH:12]=1)[C:9](=[O:13])[N:8]([CH:14]1[CH2:19][CH2:18][C:17](=[O:20])[NH:16][C:15]1=[O:21])[C:7]2=[O:22].[CH:23]1([N:29]=[C:30]=[O:31])[CH2:28][CH2:27][CH2:26][CH2:25][CH2:24]1.C(N(CC)CC)C. The catalyst is C1COCC1. The product is [CH:23]1([NH:29][C:30]([NH:2][CH2:3][C:4]2[CH:5]=[C:6]3[C:10](=[CH:11][CH:12]=2)[C:9](=[O:13])[N:8]([CH:14]2[CH2:19][CH2:18][C:17](=[O:20])[NH:16][C:15]2=[O:21])[C:7]3=[O:22])=[O:31])[CH2:28][CH2:27][CH2:26][CH2:25][CH2:24]1. The yield is 0.770. (2) The reactants are Br[C:2]1[C:3]([CH3:15])=[C:4]([O:13][CH3:14])[C:5]2[O:9][CH:8]([CH3:10])[CH2:7][C:6]=2[C:11]=1[CH3:12].[CH3:16][O:17][C:18]1[CH:23]=[CH:22][C:21]([N:24]2[CH2:29][CH2:28][NH:27][CH2:26][CH2:25]2)=[CH:20][CH:19]=1. No catalyst specified. The product is [CH3:16][O:17][C:18]1[CH:19]=[CH:20][C:21]([N:24]2[CH2:29][CH2:28][N:27]([C:2]3[C:3]([CH3:15])=[C:4]([O:13][CH3:14])[C:5]4[O:9][CH:8]([CH3:10])[CH2:7][C:6]=4[C:11]=3[CH3:12])[CH2:26][CH2:25]2)=[CH:22][CH:23]=1. The yield is 0.550. (3) The reactants are [Li]N1C(C)(C)CCCC1(C)C.CC1CCCN(C)C1(C)C.CN(CCN(C)C)C.[Li]CCCC.[NH:35]([C:42]1[N:43]([C:56]2[CH:61]=[CH:60][CH:59]=[CH:58][CH:57]=2)[C:44]2[C:49]([C:50](=[O:52])[CH:51]=1)=[CH:48][C:47]([F:53])=[C:46]([O:54][CH3:55])[N:45]=2)[C:36]1[CH:41]=[CH:40][CH:39]=[CH:38][CH:37]=1.[Br:62]C(Cl)(Cl)C(Cl)(Cl)Br. The catalyst is C1COCC1.O. The product is [NH:35]([C:42]1[N:43]([C:56]2[CH:61]=[CH:60][CH:59]=[CH:58][CH:57]=2)[C:44]2[C:49]([C:50](=[O:52])[CH:51]=1)=[C:48]([Br:62])[C:47]([F:53])=[C:46]([O:54][CH3:55])[N:45]=2)[C:36]1[CH:41]=[CH:40][CH:39]=[CH:38][CH:37]=1. The yield is 0.160. (4) The reactants are C[Mg+].[Br-].B(F)(F)F.[CH3:8]COCC.CO[CH:15]1[N:19]([C:20]([O:22][C:23]([CH3:26])([CH3:25])[CH3:24])=[O:21])[C@H:18]([C:27]([O:29][CH3:30])=[O:28])[CH2:17][CH2:16]1.[NH4+].[Cl-]. The catalyst is C(OCC)C.CSC.[Cu]Br. The product is [CH3:8][CH:15]1[N:19]([C:20]([O:22][C:23]([CH3:24])([CH3:25])[CH3:26])=[O:21])[C@H:18]([C:27]([O:29][CH3:30])=[O:28])[CH2:17][CH2:16]1. The yield is 0.600.